Dataset: Reaction yield outcomes from USPTO patents with 853,638 reactions. Task: Predict the reaction yield, written as a fraction of the theoretical maximum amount of product (1.0 means a 100% yield; for example, 0.34 means a 34% yield). (1) The reactants are [CH2:1]([C:3]([C:22]1[CH:27]=[CH:26][C:25]([OH:28])=[C:24]([CH3:29])[CH:23]=1)([C:6]1[CH:11]=[CH:10][C:9](/[C:12](/[CH3:20])=[CH:13]/[C:14]([CH2:18][CH3:19])([OH:17])[CH2:15][CH3:16])=[C:8]([CH3:21])[CH:7]=1)[CH2:4][CH3:5])[CH3:2].C([O-])([O-])=O.[K+].[K+].C1(C)C(S([CH2:45][C@H:46]2[O:50][C:49](=[O:51])[CH2:48][CH2:47]2)(=O)=O)=CC=CC=1.C([O-])(O)=O.[Na+]. The catalyst is CN(C=O)C. The product is [CH2:1]([C:3]([C:22]1[CH:27]=[CH:26][C:25]([O:28][CH2:45][C@H:46]2[O:50][C:49](=[O:51])[CH2:48][CH2:47]2)=[C:24]([CH3:29])[CH:23]=1)([C:6]1[CH:11]=[CH:10][C:9](/[C:12](/[CH3:20])=[CH:13]/[C:14]([CH2:15][CH3:16])([OH:17])[CH2:18][CH3:19])=[C:8]([CH3:21])[CH:7]=1)[CH2:4][CH3:5])[CH3:2]. The yield is 0.810. (2) The reactants are [Br:1][C:2]1[CH:3]=[CH:4][C:5]([O:17][CH2:18][CH2:19]Br)=[C:6]([C:8]2[NH:9][C:10]3[C:15]([CH:16]=2)=[CH:14][CH:13]=[CH:12][CH:11]=3)[CH:7]=1.N#N.[H-].[Na+]. The catalyst is CN(C=O)C. The product is [Br:1][C:2]1[CH:3]=[CH:4][C:5]2[O:17][CH2:18][CH2:19][N:9]3[C:10]4[CH:11]=[CH:12][CH:13]=[CH:14][C:15]=4[CH:16]=[C:8]3[C:6]=2[CH:7]=1. The yield is 0.510.